From a dataset of NCI-60 drug combinations with 297,098 pairs across 59 cell lines. Regression. Given two drug SMILES strings and cell line genomic features, predict the synergy score measuring deviation from expected non-interaction effect. (1) Drug 1: C1CC(=O)NC(=O)C1N2CC3=C(C2=O)C=CC=C3N. Drug 2: C1=CN(C(=O)N=C1N)C2C(C(C(O2)CO)O)O.Cl. Cell line: COLO 205. Synergy scores: CSS=32.6, Synergy_ZIP=1.14, Synergy_Bliss=-0.970, Synergy_Loewe=-28.3, Synergy_HSA=0.454. (2) Cell line: OVCAR-4. Drug 2: C1=CN(C=N1)CC(O)(P(=O)(O)O)P(=O)(O)O. Drug 1: CC1=C(C=C(C=C1)NC(=O)C2=CC=C(C=C2)CN3CCN(CC3)C)NC4=NC=CC(=N4)C5=CN=CC=C5. Synergy scores: CSS=-0.646, Synergy_ZIP=-0.469, Synergy_Bliss=-0.879, Synergy_Loewe=-2.20, Synergy_HSA=-1.90. (3) Drug 1: CC1CCC2CC(C(=CC=CC=CC(CC(C(=O)C(C(C(=CC(C(=O)CC(OC(=O)C3CCCCN3C(=O)C(=O)C1(O2)O)C(C)CC4CCC(C(C4)OC)O)C)C)O)OC)C)C)C)OC. Drug 2: COCCOC1=C(C=C2C(=C1)C(=NC=N2)NC3=CC=CC(=C3)C#C)OCCOC.Cl. Cell line: NCI-H322M. Synergy scores: CSS=35.3, Synergy_ZIP=-4.40, Synergy_Bliss=1.70, Synergy_Loewe=3.04, Synergy_HSA=5.51. (4) Drug 1: CCC1(CC2CC(C3=C(CCN(C2)C1)C4=CC=CC=C4N3)(C5=C(C=C6C(=C5)C78CCN9C7C(C=CC9)(C(C(C8N6C=O)(C(=O)OC)O)OC(=O)C)CC)OC)C(=O)OC)O.OS(=O)(=O)O. Drug 2: CCCCCOC(=O)NC1=NC(=O)N(C=C1F)C2C(C(C(O2)C)O)O. Cell line: UO-31. Synergy scores: CSS=1.07, Synergy_ZIP=-1.87, Synergy_Bliss=-2.39, Synergy_Loewe=-1.46, Synergy_HSA=-1.35. (5) Drug 1: C1CC(=O)NC(=O)C1N2CC3=C(C2=O)C=CC=C3N. Drug 2: C1=C(C(=O)NC(=O)N1)N(CCCl)CCCl. Cell line: UACC-257. Synergy scores: CSS=12.7, Synergy_ZIP=-2.99, Synergy_Bliss=3.17, Synergy_Loewe=0.353, Synergy_HSA=2.88. (6) Drug 1: CCCS(=O)(=O)NC1=C(C(=C(C=C1)F)C(=O)C2=CNC3=C2C=C(C=N3)C4=CC=C(C=C4)Cl)F. Drug 2: C1=CC(=CC=C1CCC2=CNC3=C2C(=O)NC(=N3)N)C(=O)NC(CCC(=O)O)C(=O)O. Cell line: OVCAR-5. Synergy scores: CSS=20.1, Synergy_ZIP=-2.37, Synergy_Bliss=4.75, Synergy_Loewe=-14.6, Synergy_HSA=-0.438. (7) Drug 1: CC1=C(C=C(C=C1)NC2=NC=CC(=N2)N(C)C3=CC4=NN(C(=C4C=C3)C)C)S(=O)(=O)N.Cl. Drug 2: C(=O)(N)NO. Cell line: MOLT-4. Synergy scores: CSS=20.1, Synergy_ZIP=3.55, Synergy_Bliss=8.34, Synergy_Loewe=8.90, Synergy_HSA=9.33.